Task: Predict the reactants needed to synthesize the given product.. Dataset: Full USPTO retrosynthesis dataset with 1.9M reactions from patents (1976-2016) (1) Given the product [Cl:18][C:19]1[CH:20]=[C:21]([CH:26]=[CH:27][C:28]=1[N:29]1[CH2:30][CH2:31][N:32]([CH2:2][C:3]2[CH:12]=[N:11][C:10]3[N:9]4[CH2:13][CH2:14][CH2:15][C@H:8]4[C:7](=[O:16])[NH:6][C:5]=3[CH:4]=2)[CH2:33][CH2:34]1)[C:22]([NH:24][CH3:25])=[O:23], predict the reactants needed to synthesize it. The reactants are: O[CH2:2][C:3]1[CH:12]=[N:11][C:10]2[N:9]3[CH2:13][CH2:14][CH2:15][C@H:8]3[C:7](=[O:16])[NH:6][C:5]=2[CH:4]=1.Cl.[Cl:18][C:19]1[CH:20]=[C:21]([CH:26]=[CH:27][C:28]=1[N:29]1[CH2:34][CH2:33][NH:32][CH2:31][CH2:30]1)[C:22]([NH:24][CH3:25])=[O:23].[I-].C(C[P+](C)(C)C)#N.C(N(CC)C(C)C)(C)C. (2) The reactants are: [OH:1][C:2]1[C:10]2[C:9](=[O:11])[O:8][C:7](=O)[C:6]=2[CH:5]=[CH:4][CH:3]=1.C([O-])(=O)C.[Na+].Cl.[CH3:19][NH2:20]. Given the product [OH:1][C:2]1[CH:3]=[CH:4][CH:5]=[C:6]2[C:10]=1[C:9](=[O:11])[N:20]([CH3:19])[C:7]2=[O:8], predict the reactants needed to synthesize it.